Dataset: Peptide-MHC class II binding affinity with 134,281 pairs from IEDB. Task: Regression. Given a peptide amino acid sequence and an MHC pseudo amino acid sequence, predict their binding affinity value. This is MHC class II binding data. (1) The peptide sequence is DMFFATVGFALGVFV. The MHC is HLA-DQA10401-DQB10402 with pseudo-sequence HLA-DQA10401-DQB10402. The binding affinity (normalized) is 0.367. (2) The peptide sequence is LLIFDALILLASKYD. The MHC is DRB1_0101 with pseudo-sequence DRB1_0101. The binding affinity (normalized) is 0.771. (3) The MHC is DRB1_0401 with pseudo-sequence DRB1_0401. The peptide sequence is ADSEITETYKEGDAV. The binding affinity (normalized) is 0.0820. (4) The peptide sequence is LKKEVSETQHGTILV. The MHC is DRB1_0405 with pseudo-sequence DRB1_0405. The binding affinity (normalized) is 0. (5) The peptide sequence is IRQAGVQYSRADEEQ. The MHC is DRB1_0401 with pseudo-sequence DRB1_0401. The binding affinity (normalized) is 0.486.